This data is from Peptide-MHC class I binding affinity with 185,985 pairs from IEDB/IMGT. The task is: Regression. Given a peptide amino acid sequence and an MHC pseudo amino acid sequence, predict their binding affinity value. This is MHC class I binding data. The peptide sequence is LTDEDKQNQ. The MHC is HLA-A11:01 with pseudo-sequence HLA-A11:01. The binding affinity (normalized) is 0.0847.